This data is from Experimentally validated miRNA-target interactions with 360,000+ pairs, plus equal number of negative samples. The task is: Binary Classification. Given a miRNA mature sequence and a target amino acid sequence, predict their likelihood of interaction. (1) The miRNA is hsa-miR-590-5p with sequence GAGCUUAUUCAUAAAAGUGCAG. The protein sequence of the target gene is MLVGSQSFSPGGPNGIIRSQSFAGFSGLQERRSRCNSFIENSSALKKPQAKLKKMHNLGHKNNNPPKEPQPKRVEEVYRALKNGLDEYLEVHQTELDKLTAQLKDMKRNSRLGVLYDLDKQIKTIERYMRRLEFHISKVDELYEAYCIQRRLQDGASKMKQAFATSPASKAARESLTEINRSFKEYTENMCTIEVELENLLGEFSIKMKGLAGFARLCPGDQYEIFMKYGRQRWKLKGKIEVNGKQSWDGEETVFLPLIVGFISIKVTELKGLATHILVGSVTCETKELFAARPQVVAVD.... Result: 0 (no interaction). (2) The miRNA is hsa-miR-665 with sequence ACCAGGAGGCUGAGGCCCCU. The protein sequence of the target gene is MGNVLAASSPPAGPPPPPAPALVGLPPPPPSPPGFTLPPLGGSLGAGTSTSRSSERTPGAATASASGAAEDGACGCLPNPGTFEECHRKCKELFPIQMEGVKLTVNKGLSNHFQVNHTVALSTIGESNYHFGVTYVGTKQLSPTEAFPVLVGDMDNSGSLNAQVIHQLGPGLRSKMAIQTQQSKFVNWQVDGEYRGSDFTAAVTLGNPDVLVGSGILVAHYLQSITPCLALGGELVYHRRPGEEGTVMSLAGKYTLNNWLATVTLGQAGMHATYYHKASDQLQVGVEFEASTRMQDTSVS.... Result: 1 (interaction). (3) The miRNA is hsa-miR-193b-5p with sequence CGGGGUUUUGAGGGCGAGAUGA. The protein sequence of the target gene is MLTMSVTLSPLRSQDLDPMATDASPMAINMTPTVEQGEGEEAMKDMDSDQQYEKPPPLHTGADWKIVLHLPEIETWLRMTSERVRDLTYSVQQDSDSKHVDVHLVQLKDICEDISDHVEQIHALLETEFSLKLLSYSVNVIVDIHAVQLLWHQLRVSVLVLRERILQGLQDANGNYTRQTDILQAFSEETKEGRLDSLTEVDDSGQLTIKCSQNYLSLDCGITAFELSDYSPSEDLLSGLGDMTSSQVKTKPFDSWSYSEMEKEFPELIRSVGLLTVAADSISTNGSEAVTEEVSQVSLS.... Result: 1 (interaction). (4) The miRNA is hsa-miR-9-5p with sequence UCUUUGGUUAUCUAGCUGUAUGA. The protein sequence of the target gene is MATANGAVENGQPDRKPPALPRPIRNLEVKFTKIFINNEWHESKSGKKFATCNPSTREQICEVEEGDKPDVDKAVEAAQVAFQRGSPWRRLDALSRGRLLHQLADLVERDRATLAALETMDTGKPFLHAFFIDLEGCIRTLRYFAGWADKIQGKTIPTDDNVVCFTRHEPIGVCGAITPWNFPLLMLVWKLAPALCCGNTMVLKPAEQTPLTALYLGSLIKEAGFPPGVVNIVPGFGPTVGAAISSHPQINKIAFTGSTEVGKLVKEAASRSNLKRVTLELGGKNPCIVCADADLDLAVE.... Result: 1 (interaction). (5) The miRNA is hsa-miR-374b-5p with sequence AUAUAAUACAACCUGCUAAGUG. The protein sequence of the target gene is MLAARLVCLRTLPSRVFHPAFTKASPVVKNSITKNQWLLTPSREYATKTRIGIRRGRTGQELKEAALEPSMEKIFKIDQMGRWFVAGGAAVGLGALCYYGLGLSNEIGAIEKAVIWPQYVKDRIHSTYMYLAGSIGLTALSAIAISRTPVLMNFMMRGSWVTIGVTFAAMVGAGMLVRSIPYDQSPGPKHLAWLLHSGVMGAVVAPLTILGGPLLIRAAWYTAGIVGGLSTVAMCAPSEKFLNMGAPLGVGLGLVFVSSLGSMFLPPTTVAGATLYSVAMYGGLVLFSMFLLYDTQKVIK.... Result: 1 (interaction). (6) The miRNA is hsa-miR-3662 with sequence GAAAAUGAUGAGUAGUGACUGAUG. The protein sequence of the target gene is MAVAVRTLQEQLEKAKESLKNVDENIRKLTGRDPNDVRPIQARLLALSGPGGGRGRGSLLLRRGFSDSGGGPPAKQRDLEGAVSRLGGERRTRRESRQESDPEDDDVKKPALQSSVVATSKERTRRDLIQDQNMDEKGKQRNRRIFGLLMGTLQKFKQESTVATERQKRRQEIEQKLEVQAEEERKQVENERRELFEERRAKQTELRLLEQKVELAQLQEEWNEHNAKIIKYIRTKTKPHLFYIPGRMCPATQKLIEESQRKMNALFEGRRIEFAEQINKMEARPRRQSMKEKEHQVVRN.... Result: 1 (interaction).